This data is from Forward reaction prediction with 1.9M reactions from USPTO patents (1976-2016). The task is: Predict the product of the given reaction. (1) The product is: [Br:4][C:5]1[CH:13]=[CH:12][C:8]([CH2:9][CH2:10][O:11][CH:15]2[CH2:16][CH2:17][CH2:18][CH2:19][O:14]2)=[CH:7][CH:6]=1. Given the reactants C(Cl)Cl.[Br:4][C:5]1[CH:13]=[CH:12][C:8]([CH2:9][CH2:10][OH:11])=[CH:7][CH:6]=1.[O:14]1[CH:19]=[CH:18][CH2:17][CH2:16][CH2:15]1.O.C1(C)C=CC(S(O)(=O)=O)=CC=1, predict the reaction product. (2) Given the reactants [CH2:1]([O:8][C:9]1[CH:16]=[CH:15][C:12]([CH2:13]O)=[CH:11][CH:10]=1)[C:2]1[CH:7]=[CH:6][CH:5]=[CH:4][CH:3]=1.C1(P([N:31]=[N+]=[N-])(C2C=CC=CC=2)=O)C=CC=CC=1.N12CCCN=C1CCCCC2, predict the reaction product. The product is: [CH2:1]([O:8][C:9]1[CH:16]=[CH:15][C:12]([CH2:13][NH2:31])=[CH:11][CH:10]=1)[C:2]1[CH:7]=[CH:6][CH:5]=[CH:4][CH:3]=1. (3) Given the reactants [N:1]1([C:5]([C:7]2[CH:8]=[C:9]3[C:14](=[CH:15][CH:16]=2)[CH:13]=[N:12][CH:11]=[C:10]3[C:17]2[CH:27]=[CH:26][C:20]3[NH:21][S:22](=[O:25])(=[O:24])[CH2:23][C:19]=3[CH:18]=2)=[O:6])[CH2:4][CH2:3][CH2:2]1.ClC1C=C(C=CC=1)C(OO)=O.C([O-])(O)=O.[Na+].C1(C)C=CC(S(Cl)(=O)=O)=CC=1.C(C[NH2:58])O, predict the reaction product. The product is: [NH2:58][C:13]1[C:14]2[C:9](=[CH:8][C:7]([C:5]([N:1]3[CH2:2][CH2:3][CH2:4]3)=[O:6])=[CH:16][CH:15]=2)[C:10]([C:17]2[CH:27]=[CH:26][C:20]3[NH:21][S:22](=[O:25])(=[O:24])[CH2:23][C:19]=3[CH:18]=2)=[CH:11][N:12]=1.